From a dataset of NCI-60 drug combinations with 297,098 pairs across 59 cell lines. Regression. Given two drug SMILES strings and cell line genomic features, predict the synergy score measuring deviation from expected non-interaction effect. (1) Drug 1: CC1=C(C=C(C=C1)NC2=NC=CC(=N2)N(C)C3=CC4=NN(C(=C4C=C3)C)C)S(=O)(=O)N.Cl. Drug 2: CC12CCC3C(C1CCC2OP(=O)(O)O)CCC4=C3C=CC(=C4)OC(=O)N(CCCl)CCCl.[Na+]. Cell line: SK-MEL-28. Synergy scores: CSS=5.13, Synergy_ZIP=-0.990, Synergy_Bliss=0.894, Synergy_Loewe=-1.72, Synergy_HSA=-1.87. (2) Drug 1: CC12CCC(CC1=CCC3C2CCC4(C3CC=C4C5=CN=CC=C5)C)O. Drug 2: CCC1=C2CN3C(=CC4=C(C3=O)COC(=O)C4(CC)O)C2=NC5=C1C=C(C=C5)O. Cell line: K-562. Synergy scores: CSS=45.3, Synergy_ZIP=5.88, Synergy_Bliss=5.53, Synergy_Loewe=-0.0148, Synergy_HSA=7.34. (3) Drug 1: CCCCCOC(=O)NC1=NC(=O)N(C=C1F)C2C(C(C(O2)C)O)O. Drug 2: CNC(=O)C1=NC=CC(=C1)OC2=CC=C(C=C2)NC(=O)NC3=CC(=C(C=C3)Cl)C(F)(F)F. Cell line: HCT116. Synergy scores: CSS=-5.33, Synergy_ZIP=3.59, Synergy_Bliss=2.71, Synergy_Loewe=-3.63, Synergy_HSA=-2.80. (4) Drug 1: COCCOC1=C(C=C2C(=C1)C(=NC=N2)NC3=CC=CC(=C3)C#C)OCCOC.Cl. Cell line: SK-OV-3. Synergy scores: CSS=52.5, Synergy_ZIP=-1.72, Synergy_Bliss=-2.05, Synergy_Loewe=2.26, Synergy_HSA=3.43. Drug 2: CC1C(C(CC(O1)OC2CC(CC3=C2C(=C4C(=C3O)C(=O)C5=C(C4=O)C(=CC=C5)OC)O)(C(=O)CO)O)N)O.Cl. (5) Drug 1: CC1=C(C(=O)C2=C(C1=O)N3CC4C(C3(C2COC(=O)N)OC)N4)N. Drug 2: C1C(C(OC1N2C=NC(=NC2=O)N)CO)O. Cell line: SW-620. Synergy scores: CSS=40.4, Synergy_ZIP=-4.67, Synergy_Bliss=-2.97, Synergy_Loewe=-1.31, Synergy_HSA=3.17. (6) Drug 1: C1=CC(=CC=C1CCC2=CNC3=C2C(=O)NC(=N3)N)C(=O)NC(CCC(=O)O)C(=O)O. Drug 2: CN1C2=C(C=C(C=C2)N(CCCl)CCCl)N=C1CCCC(=O)O.Cl. Cell line: K-562. Synergy scores: CSS=26.8, Synergy_ZIP=-3.50, Synergy_Bliss=-7.54, Synergy_Loewe=-13.1, Synergy_HSA=-6.79. (7) Synergy scores: CSS=15.7, Synergy_ZIP=-0.572, Synergy_Bliss=0.228, Synergy_Loewe=-0.703, Synergy_HSA=1.43. Drug 1: C1CNP(=O)(OC1)N(CCCl)CCCl. Cell line: SK-MEL-5. Drug 2: C1CN(P(=O)(OC1)NCCCl)CCCl. (8) Drug 1: C1C(C(OC1N2C=C(C(=O)NC2=O)F)CO)O. Drug 2: CC12CCC3C(C1CCC2O)C(CC4=C3C=CC(=C4)O)CCCCCCCCCS(=O)CCCC(C(F)(F)F)(F)F. Cell line: SK-MEL-5. Synergy scores: CSS=18.3, Synergy_ZIP=-1.81, Synergy_Bliss=-4.04, Synergy_Loewe=-7.46, Synergy_HSA=-1.32.